From a dataset of Peptide-MHC class I binding affinity with 185,985 pairs from IEDB/IMGT. Regression. Given a peptide amino acid sequence and an MHC pseudo amino acid sequence, predict their binding affinity value. This is MHC class I binding data. (1) The peptide sequence is FYNGSNWCL. The MHC is HLA-B07:02 with pseudo-sequence HLA-B07:02. The binding affinity (normalized) is 0.0847. (2) The peptide sequence is GQFDSMLAK. The MHC is HLA-B08:01 with pseudo-sequence HLA-B08:01. The binding affinity (normalized) is 0.0847. (3) The peptide sequence is KTKPPLPSVKK. The MHC is HLA-A23:01 with pseudo-sequence HLA-A23:01. The binding affinity (normalized) is 0. (4) The peptide sequence is GLAGLQTDV. The MHC is HLA-A69:01 with pseudo-sequence HLA-A69:01. The binding affinity (normalized) is 0.0847. (5) The peptide sequence is YALYGMWPL. The MHC is Patr-B0101 with pseudo-sequence Patr-B0101. The binding affinity (normalized) is 0.139. (6) The peptide sequence is NQLLIAILL. The MHC is HLA-A02:06 with pseudo-sequence HLA-A02:06. The binding affinity (normalized) is 0.517.